This data is from Full USPTO retrosynthesis dataset with 1.9M reactions from patents (1976-2016). The task is: Predict the reactants needed to synthesize the given product. (1) Given the product [OH:5][CH:6]1[CH2:11][CH2:10][N:9]([CH2:2][C:3]#[N:4])[CH2:8][CH2:7]1, predict the reactants needed to synthesize it. The reactants are: Br[CH2:2][C:3]#[N:4].[OH:5][CH:6]1[CH2:11][CH2:10][NH:9][CH2:8][CH2:7]1. (2) Given the product [Cl:8][C:9]1[CH:14]=[CH:13][C:12]([CH2:15][CH2:16][CH2:17][S:18][C:19]2[N:20]=[C:21]([N:35]3[CH2:36][CH2:37][NH:38][CH2:39][CH2:40]3)[N:22]=[C:23]([NH:25][CH2:26][CH2:27][C:28]3[CH:29]=[CH:30][C:31]([OH:34])=[CH:32][CH:33]=3)[N:24]=2)=[CH:11][CH:10]=1, predict the reactants needed to synthesize it. The reactants are: Cl.O1CCOCC1.[Cl:8][C:9]1[CH:14]=[CH:13][C:12]([CH2:15][CH2:16][CH2:17][S:18][C:19]2[N:24]=[C:23]([NH:25][CH2:26][CH2:27][C:28]3[CH:33]=[CH:32][C:31]([OH:34])=[CH:30][CH:29]=3)[N:22]=[C:21]([N:35]3[CH2:40][CH2:39][N:38](C(OC(C)(C)C)=O)[CH2:37][CH2:36]3)[N:20]=2)=[CH:11][CH:10]=1. (3) Given the product [CH2:1]([O:3][C:4]1[CH:9]=[N:8][C:7]([C:10]2[CH:11]=[C:12]([CH:13]([OH:14])[C:15]3[C:20](=[O:21])[CH:19]=[CH:18][N:17]([C:22]4[CH:23]=[N:24][N:25]([CH3:27])[CH:26]=4)[N:16]=3)[CH:28]=[CH:29][CH:30]=2)=[N:6][CH:5]=1)[CH3:2], predict the reactants needed to synthesize it. The reactants are: [CH2:1]([O:3][C:4]1[CH:5]=[N:6][C:7]([C:10]2[CH:11]=[C:12]([CH:28]=[CH:29][CH:30]=2)[C:13]([C:15]2[C:20](=[O:21])[CH:19]=[CH:18][N:17]([C:22]3[CH:23]=[N:24][N:25]([CH3:27])[CH:26]=3)[N:16]=2)=[O:14])=[N:8][CH:9]=1)[CH3:2].[BH4-].[Na+].[NH4+].[Cl-]. (4) Given the product [C:1]([O:5][C:6]([NH:8][C@H:9]1[CH2:13][CH2:12][N:11]([C:14]2[CH:19]=[CH:18][C:17]([N:20]3[CH2:24][C@H:23]([CH2:25][N:33]=[N+:34]=[N-:35])[O:22][C:21]3=[O:31])=[CH:16][C:15]=2[F:32])[CH2:10]1)=[O:7])([CH3:3])([CH3:4])[CH3:2], predict the reactants needed to synthesize it. The reactants are: [C:1]([O:5][C:6]([NH:8][C@H:9]1[CH2:13][CH2:12][N:11]([C:14]2[CH:19]=[CH:18][C:17]([N:20]3[CH2:24][C@H:23]([CH2:25]OS(C)(=O)=O)[O:22][C:21]3=[O:31])=[CH:16][C:15]=2[F:32])[CH2:10]1)=[O:7])([CH3:4])([CH3:3])[CH3:2].[N-:33]=[N+:34]=[N-:35].[Na+]. (5) Given the product [CH3:16][O:15][C:11]1[CH:10]=[C:9]([NH:8][C:4]2[N:5]=[CH:6][N:7]=[C:2]([NH:20][CH2:19][CH2:17][OH:18])[CH:3]=2)[CH:14]=[CH:13][CH:12]=1, predict the reactants needed to synthesize it. The reactants are: Cl[C:2]1[N:7]=[CH:6][N:5]=[C:4]([NH:8][C:9]2[CH:14]=[CH:13][CH:12]=[C:11]([O:15][CH3:16])[CH:10]=2)[CH:3]=1.[CH2:17]([CH2:19][NH2:20])[OH:18].CCN(C(C)C)C(C)C. (6) Given the product [C:11]([O:15][C:16]([NH:1][C@@H:2]1[CH2:7][CH2:6][C@H:5]([C:8]([OH:10])=[O:9])[CH2:4][CH2:3]1)=[O:17])([CH3:14])([CH3:13])[CH3:12], predict the reactants needed to synthesize it. The reactants are: [NH2:1][C@@H:2]1[CH2:7][CH2:6][C@H:5]([C:8]([OH:10])=[O:9])[CH2:4][CH2:3]1.[C:11]([O:15][C:16](O[C:16]([O:15][C:11]([CH3:14])([CH3:13])[CH3:12])=[O:17])=[O:17])([CH3:14])([CH3:13])[CH3:12].C(=O)(O)[O-].[Na+].OS([O-])(=O)=O.[K+].